From a dataset of Reaction yield outcomes from USPTO patents with 853,638 reactions. Predict the reaction yield, written as a fraction of the theoretical maximum amount of product (1.0 means a 100% yield; for example, 0.34 means a 34% yield). (1) The reactants are [CH3:1][O:2][S:3]([C:5]1[CH:6]=[C:7]([C:11]2[CH:16]=[CH:15][C:14]([N+:17]([O-])=O)=[CH:13][C:12]=2[CH3:20])[CH:8]=[CH:9][CH:10]=1)=[O:4].[C:21](O[C:21]([O:23][C:24]([CH3:27])([CH3:26])[CH3:25])=[O:22])([O:23][C:24]([CH3:27])([CH3:26])[CH3:25])=[O:22]. The catalyst is CO.[Pd]. The product is [C:24]([O:23][C:21]([NH:17][C:14]1[CH:15]=[CH:16][C:11]([C:7]2[CH:8]=[CH:9][CH:10]=[C:5]([S:3]([O:2][CH3:1])=[O:4])[CH:6]=2)=[C:12]([CH3:20])[CH:13]=1)=[O:22])([CH3:27])([CH3:26])[CH3:25]. The yield is 0.770. (2) The reactants are [ClH:1].C(OC(=O)[NH:8][C@H:9]([C:13]([N:15]1[CH2:20][CH2:19][CH:18]([O:21][C:22]2[CH:23]=[N:24][C:25]([C:28]([F:31])([F:30])[F:29])=[CH:26][CH:27]=2)[CH2:17][CH2:16]1)=[O:14])[CH:10]([CH3:12])[CH3:11])(C)(C)C. The catalyst is C(O)C. The product is [ClH:1].[ClH:1].[CH3:11][CH:10]([CH3:12])[C@H:9]([NH2:8])[C:13](=[O:14])[N:15]1[CH2:16][CH2:17][CH:18]([O:21][C:22]2[CH:23]=[N:24][C:25]([C:28]([F:31])([F:29])[F:30])=[CH:26][CH:27]=2)[CH2:19][CH2:20]1. The yield is 1.00. (3) The product is [NH:18]1[CH:19]=[N:20][C:16]([C:12]2[CH:11]=[C:10]3[C:15](=[CH:14][CH:13]=2)[NH:7][N:8]=[C:9]3[C:40]2[CH:41]=[C:42]([NH:46][C:47](=[O:56])[CH:48]([CH:50]3[CH2:55][CH2:54][CH2:53][NH:52][CH2:51]3)[CH3:49])[CH:43]=[CH:44][CH:45]=2)=[N:17]1. The reactants are O1CCCCC1[N:7]1[C:15]2[C:10](=[CH:11][C:12]([C:16]3[N:20]=[CH:19][N:18](C(C4C=CC=CC=4)(C4C=CC=CC=4)C4C=CC=CC=4)[N:17]=3)=[CH:13][CH:14]=2)[C:9]([C:40]2[CH:41]=[C:42]([NH:46][C:47](=[O:56])[CH:48]([CH:50]3[CH2:55][CH2:54][CH2:53][NH:52][CH2:51]3)[CH3:49])[CH:43]=[CH:44][CH:45]=2)=[N:8]1.Cl.C([O-])(O)=O.[Na+]. The yield is 0.380. The catalyst is O1CCOCC1. (4) The reactants are [NH2:1][C:2]1[S:6][C:5]2[CH2:7][CH2:8][CH2:9][CH2:10][C:4]=2[C:3]=1[C:11]([C:13]1[C:21]2[C:16](=[CH:17][CH:18]=[CH:19][CH:20]=2)[NH:15][C:14]=1[CH3:22])=O.[C:23]([O:30][CH3:31])(=[O:29])[CH2:24][CH2:25][C:26]([CH3:28])=O.Cl[Si](C)(C)C. The catalyst is CN(C=O)C. The product is [CH3:28][C:26]1[N:1]=[C:2]2[S:6][C:5]3[CH2:7][CH2:8][CH2:9][CH2:10][C:4]=3[C:3]2=[C:11]([C:13]2[C:21]3[C:16](=[CH:17][CH:18]=[CH:19][CH:20]=3)[NH:15][C:14]=2[CH3:22])[C:25]=1[CH2:24][C:23]([O:30][CH3:31])=[O:29]. The yield is 0.570. (5) The reactants are [C:1]([C:5]1[C:13]([N+:14]([O-])=O)=[CH:12][C:8]2[O:9][CH2:10][O:11][C:7]=2[CH:6]=1)([CH3:4])([CH3:3])[CH3:2].Cl.C(O)C. The catalyst is [Fe].O. The product is [C:1]([C:5]1[C:13]([NH2:14])=[CH:12][C:8]2[O:9][CH2:10][O:11][C:7]=2[CH:6]=1)([CH3:4])([CH3:2])[CH3:3]. The yield is 0.250.